Dataset: Full USPTO retrosynthesis dataset with 1.9M reactions from patents (1976-2016). Task: Predict the reactants needed to synthesize the given product. Given the product [O:2]1[CH2:6][CH2:5][CH:4]([CH2:7][NH:8][C:25]([C:23]2[N:22]=[N:21][N:20]([CH2:16][CH2:17][CH2:18][CH3:19])[CH:24]=2)=[O:26])[CH2:3]1, predict the reactants needed to synthesize it. The reactants are: Cl.[O:2]1[CH2:6][CH2:5][CH:4]([CH2:7][NH2:8])[CH2:3]1.C(N(CC)CC)C.[CH2:16]([N:20]1[CH:24]=[C:23]([C:25](O)=[O:26])[N:22]=[N:21]1)[CH2:17][CH2:18][CH3:19].ON1C2C=CC=CC=2N=N1.Cl.C(N=C=NCCCN(C)C)C.Cl.